Predict which catalyst facilitates the given reaction. From a dataset of Catalyst prediction with 721,799 reactions and 888 catalyst types from USPTO. Reactant: [CH2:1]([N:8]1[C:12]([C@H:13]([N:18]([CH2:29][C@H:30]2[C@@H:34]([F:35])[CH2:33][N:32](C(OCC3C=CC=CC=3)=O)[CH2:31]2)[C:19]([N:21]2[CH2:26][C@@H:25]([CH3:27])[O:24][C@@H:23]([CH3:28])[CH2:22]2)=[O:20])[C:14]([CH3:17])([CH3:16])[CH3:15])=[N:11][C:10]([C:46]2[CH:51]=[C:50]([F:52])[CH:49]=[CH:48][C:47]=2[F:53])=[N:9]1)[C:2]1[CH:7]=[CH:6][CH:5]=[CH:4][CH:3]=1. Product: [CH2:1]([N:8]1[C:12]([C@H:13]([N:18]([CH2:29][C@H:30]2[C@@H:34]([F:35])[CH2:33][NH:32][CH2:31]2)[C:19]([N:21]2[CH2:22][C@@H:23]([CH3:28])[O:24][C@@H:25]([CH3:27])[CH2:26]2)=[O:20])[C:14]([CH3:15])([CH3:16])[CH3:17])=[N:11][C:10]([C:46]2[CH:51]=[C:50]([F:52])[CH:49]=[CH:48][C:47]=2[F:53])=[N:9]1)[C:2]1[CH:7]=[CH:6][CH:5]=[CH:4][CH:3]=1. The catalyst class is: 29.